This data is from Reaction yield outcomes from USPTO patents with 853,638 reactions. The task is: Predict the reaction yield, written as a fraction of the theoretical maximum amount of product (1.0 means a 100% yield; for example, 0.34 means a 34% yield). (1) The reactants are [F:1][C:2]1[CH:7]=[CH:6][C:5]([N:8]2[C:16]3[C:11](=[CH:12][C:13]([C:17]([CH3:23])([CH3:22])[CH2:18][C:19]([OH:21])=O)=[CH:14][CH:15]=3)[CH:10]=[N:9]2)=[CH:4][CH:3]=1.C(N(C(C)C)CC)(C)C.CN(C(ON1N=NC2C=CC=NC1=2)=[N+](C)C)C.F[P-](F)(F)(F)(F)F.[NH2:57][C:58]1[S:59][CH:60]=[CH:61][N:62]=1. The catalyst is CN(C=O)C. The product is [F:1][C:2]1[CH:3]=[CH:4][C:5]([N:8]2[C:16]3[C:11](=[CH:12][C:13]([C:17]([CH3:23])([CH3:22])[CH2:18][C:19]([NH:57][C:58]4[S:59][CH:60]=[CH:61][N:62]=4)=[O:21])=[CH:14][CH:15]=3)[CH:10]=[N:9]2)=[CH:6][CH:7]=1. The yield is 0.440. (2) The reactants are [Cl:1][C:2]1[C:7]([S:8]([NH2:11])(=[O:10])=[O:9])=[C:6]([OH:12])[C:5]([NH:13][C:14]2[C:17](=[O:18])[C:16](=[O:19])[C:15]=2Cl)=[CH:4][CH:3]=1.[Cl:21][C:22]1[CH:28]=[CH:27][CH:26]=[CH:25][C:23]=1[NH2:24]. The catalyst is CS(C)=O. The product is [Cl:21][C:22]1[CH:28]=[CH:27][CH:26]=[CH:25][C:23]=1[NH:24][C:15]1[C:16](=[O:19])[C:17](=[O:18])[C:14]=1[NH:13][C:5]1[C:6]([OH:12])=[C:7]([S:8]([NH2:11])(=[O:10])=[O:9])[C:2]([Cl:1])=[CH:3][CH:4]=1. The yield is 0.0500. (3) The reactants are [F:1][C:2]1[CH:21]=[C:20]([I:22])[CH:19]=[CH:18][C:3]=1[NH:4][C:5]1[C:6]([C:13]([O:15]CC)=[O:14])=[CH:7][N:8]([CH3:12])[C:9](=[O:11])[CH:10]=1.[OH-].[Na+]. The catalyst is CCO.Cl. The product is [F:1][C:2]1[CH:21]=[C:20]([I:22])[CH:19]=[CH:18][C:3]=1[NH:4][C:5]1[C:6]([C:13]([OH:15])=[O:14])=[CH:7][N:8]([CH3:12])[C:9](=[O:11])[CH:10]=1. The yield is 1.00. (4) The reactants are [C:1](N1C=CN=C1)([N:3]1[CH:7]=[CH:6][N:5]=[CH:4]1)=[S:2].[CH2:13]([NH:16][C:17]1[N:22]=[C:21]([NH:23][CH2:24][CH:25]=[CH2:26])[N:20]=[C:19]([N:27]2[CH2:32][CH2:31][NH:30][CH2:29][CH2:28]2)[N:18]=1)[CH:14]=[CH2:15].C1CCN2C(=NCCC2)CC1.C(OCC)(=O)C. The catalyst is C1COCC1.CCCCCC. The product is [N:3]1([C:1]([N:30]2[CH2:29][CH2:28][N:27]([C:19]3[N:18]=[C:17]([NH:16][CH2:13][CH:14]=[CH2:15])[N:22]=[C:21]([NH:23][CH2:24][CH:25]=[CH2:26])[N:20]=3)[CH2:32][CH2:31]2)=[S:2])[CH:7]=[CH:6][N:5]=[CH:4]1. The yield is 0.455. (5) The reactants are [CH2:1]=O.[Cl:3][C:4]1[CH:5]=[C:6]([NH:11][C:12]2[C:21]3[C:16](=[CH:17][C:18]([O:24][CH2:25][C:26]4[N:30]=[C:29]([CH:31]5[CH2:36][CH2:35][NH:34][CH2:33][CH2:32]5)[O:28][N:27]=4)=[C:19]([O:22][CH3:23])[CH:20]=3)[N:15]=[CH:14][N:13]=2)[CH:7]=[CH:8][C:9]=1[Cl:10]. The yield is 0.690. The product is [Cl:3][C:4]1[CH:5]=[C:6]([NH:11][C:12]2[C:21]3[C:16](=[CH:17][C:18]([O:24][CH2:25][C:26]4[N:30]=[C:29]([CH:31]5[CH2:36][CH2:35][N:34]([CH3:1])[CH2:33][CH2:32]5)[O:28][N:27]=4)=[C:19]([O:22][CH3:23])[CH:20]=3)[N:15]=[CH:14][N:13]=2)[CH:7]=[CH:8][C:9]=1[Cl:10]. The catalyst is C(O)=O. (6) The reactants are [OH:1][N:2]1[C:11](=[O:12])[CH:10]2[CH:5]([CH:6]3[CH2:13][CH:9]2[CH:8]=[CH:7]3)[C:3]1=[O:4].N1C=CC=CC=1.[Cl:20][CH2:21][CH2:22][S:23](Cl)(=[O:25])=[O:24].Cl. The catalyst is C(Cl)Cl.C(OCC)(=O)C. The product is [Cl:20][CH2:21][CH2:22][S:23]([O:1][N:2]1[C:11](=[O:12])[CH:10]2[CH:5]([CH:6]3[CH2:13][CH:9]2[CH:8]=[CH:7]3)[C:3]1=[O:4])(=[O:25])=[O:24]. The yield is 0.730.